Dataset: Peptide-MHC class II binding affinity with 134,281 pairs from IEDB. Task: Regression. Given a peptide amino acid sequence and an MHC pseudo amino acid sequence, predict their binding affinity value. This is MHC class II binding data. (1) The peptide sequence is TTFQQKISKYFNS. The MHC is DRB5_0101 with pseudo-sequence DRB5_0101. The binding affinity (normalized) is 0.444. (2) The peptide sequence is SQDLELSWNLNGLQAY. The MHC is HLA-DPA10201-DPB11401 with pseudo-sequence HLA-DPA10201-DPB11401. The binding affinity (normalized) is 0.122.